Dataset: NCI-60 drug combinations with 297,098 pairs across 59 cell lines. Task: Regression. Given two drug SMILES strings and cell line genomic features, predict the synergy score measuring deviation from expected non-interaction effect. (1) Drug 1: CC=C1C(=O)NC(C(=O)OC2CC(=O)NC(C(=O)NC(CSSCCC=C2)C(=O)N1)C(C)C)C(C)C. Drug 2: C(=O)(N)NO. Cell line: PC-3. Synergy scores: CSS=13.4, Synergy_ZIP=1.04, Synergy_Bliss=0.246, Synergy_Loewe=-45.6, Synergy_HSA=-5.31. (2) Synergy scores: CSS=18.2, Synergy_ZIP=-4.61, Synergy_Bliss=-0.832, Synergy_Loewe=-27.6, Synergy_HSA=-3.17. Drug 2: CCC1=C2CN3C(=CC4=C(C3=O)COC(=O)C4(CC)O)C2=NC5=C1C=C(C=C5)O. Cell line: UACC-257. Drug 1: C1CCC(C1)C(CC#N)N2C=C(C=N2)C3=C4C=CNC4=NC=N3. (3) Drug 1: C1=CC(=CC=C1CC(C(=O)O)N)N(CCCl)CCCl.Cl. Drug 2: C#CCC(CC1=CN=C2C(=N1)C(=NC(=N2)N)N)C3=CC=C(C=C3)C(=O)NC(CCC(=O)O)C(=O)O. Cell line: SW-620. Synergy scores: CSS=16.3, Synergy_ZIP=-6.23, Synergy_Bliss=0.849, Synergy_Loewe=-44.8, Synergy_HSA=-1.17.